This data is from Reaction yield outcomes from USPTO patents with 853,638 reactions. The task is: Predict the reaction yield, written as a fraction of the theoretical maximum amount of product (1.0 means a 100% yield; for example, 0.34 means a 34% yield). The reactants are [CH3:1][C:2]1[C:7](OS(C(F)(F)F)(=O)=O)=[CH:6][CH:5]=[CH:4][N:3]=1.B1(B2OC(C)(C)C(C)(C)O2)OC(C)(C)C(C)(C)O1.C([O-])(=O)C.[K+].[F:39][C:40]([F:74])([F:73])[C:41]1[CH:42]=[C:43]([C:51]([CH3:72])([CH3:71])[C:52]([N:54]([C:56]2[CH:57]=[N:58][C:59]([N:63]3[CH2:67][C@H:66]([OH:68])[CH2:65][C@H:64]3[CH2:69][OH:70])=[CH:60][C:61]=2I)[CH3:55])=[O:53])[CH:44]=[C:45]([C:47]([F:50])([F:49])[F:48])[CH:46]=1.C(=O)([O-])[O-].[Na+].[Na+]. The catalyst is CN(C)C=O.O.C1C=CC([PH+]([C]2[CH][CH][CH][CH]2)C2C=CC=CC=2)=CC=1.C1C=CC([PH+]([C]2[CH][CH][CH][CH]2)C2C=CC=CC=2)=CC=1.C(Cl)Cl.Cl[Pd]Cl.[Fe]. The product is [F:50][C:47]([F:48])([F:49])[C:45]1[CH:44]=[C:43]([C:51]([CH3:71])([CH3:72])[C:52]([N:54]([C:56]2[CH:57]=[N:58][C:59]([N:63]3[CH2:67][C@H:66]([OH:68])[CH2:65][C@H:64]3[CH2:69][OH:70])=[CH:60][C:61]=2[C:7]2[C:2]([CH3:1])=[N:3][CH:4]=[CH:5][CH:6]=2)[CH3:55])=[O:53])[CH:42]=[C:41]([C:40]([F:74])([F:39])[F:73])[CH:46]=1. The yield is 0.390.